Dataset: Peptide-MHC class I binding affinity with 185,985 pairs from IEDB/IMGT. Task: Regression. Given a peptide amino acid sequence and an MHC pseudo amino acid sequence, predict their binding affinity value. This is MHC class I binding data. (1) The peptide sequence is APRTLVYLL. The MHC is HLA-B07:02 with pseudo-sequence HLA-B07:02. The binding affinity (normalized) is 0.807. (2) The peptide sequence is RQLLWRYQI. The MHC is HLA-C06:02 with pseudo-sequence HLA-C06:02. The binding affinity (normalized) is 0.0847.